Dataset: NCI-60 drug combinations with 297,098 pairs across 59 cell lines. Task: Regression. Given two drug SMILES strings and cell line genomic features, predict the synergy score measuring deviation from expected non-interaction effect. (1) Drug 1: CCN(CC)CCCC(C)NC1=C2C=C(C=CC2=NC3=C1C=CC(=C3)Cl)OC. Drug 2: CCC1(C2=C(COC1=O)C(=O)N3CC4=CC5=C(C=CC(=C5CN(C)C)O)N=C4C3=C2)O.Cl. Cell line: A498. Synergy scores: CSS=32.7, Synergy_ZIP=-6.68, Synergy_Bliss=3.23, Synergy_Loewe=2.02, Synergy_HSA=5.44. (2) Drug 1: CCCS(=O)(=O)NC1=C(C(=C(C=C1)F)C(=O)C2=CNC3=C2C=C(C=N3)C4=CC=C(C=C4)Cl)F. Drug 2: CC1C(C(CC(O1)OC2CC(OC(C2O)C)OC3=CC4=CC5=C(C(=O)C(C(C5)C(C(=O)C(C(C)O)O)OC)OC6CC(C(C(O6)C)O)OC7CC(C(C(O7)C)O)OC8CC(C(C(O8)C)O)(C)O)C(=C4C(=C3C)O)O)O)O. Cell line: MDA-MB-231. Synergy scores: CSS=21.4, Synergy_ZIP=5.81, Synergy_Bliss=11.1, Synergy_Loewe=10.0, Synergy_HSA=9.05. (3) Drug 1: C(CC(=O)O)C(=O)CN.Cl. Drug 2: COC1=C2C(=CC3=C1OC=C3)C=CC(=O)O2. Cell line: OVCAR-4. Synergy scores: CSS=7.04, Synergy_ZIP=-2.18, Synergy_Bliss=1.33, Synergy_Loewe=-23.1, Synergy_HSA=-2.55. (4) Drug 1: C1C(C(OC1N2C=C(C(=O)NC2=O)F)CO)O. Drug 2: CCC1=C2CN3C(=CC4=C(C3=O)COC(=O)C4(CC)O)C2=NC5=C1C=C(C=C5)O. Cell line: OVCAR-8. Synergy scores: CSS=41.6, Synergy_ZIP=-12.6, Synergy_Bliss=-3.62, Synergy_Loewe=-6.80, Synergy_HSA=-1.30. (5) Drug 1: CC(CN1CC(=O)NC(=O)C1)N2CC(=O)NC(=O)C2. Drug 2: CN(CC1=CN=C2C(=N1)C(=NC(=N2)N)N)C3=CC=C(C=C3)C(=O)NC(CCC(=O)O)C(=O)O. Cell line: OVCAR-4. Synergy scores: CSS=40.1, Synergy_ZIP=-3.44, Synergy_Bliss=-2.49, Synergy_Loewe=-10.6, Synergy_HSA=2.11. (6) Drug 1: C1=CC=C(C=C1)NC(=O)CCCCCCC(=O)NO. Drug 2: CS(=O)(=O)CCNCC1=CC=C(O1)C2=CC3=C(C=C2)N=CN=C3NC4=CC(=C(C=C4)OCC5=CC(=CC=C5)F)Cl. Cell line: ACHN. Synergy scores: CSS=25.0, Synergy_ZIP=-6.35, Synergy_Bliss=-0.918, Synergy_Loewe=-2.18, Synergy_HSA=-0.314.